This data is from Full USPTO retrosynthesis dataset with 1.9M reactions from patents (1976-2016). The task is: Predict the reactants needed to synthesize the given product. (1) Given the product [CH:1]([C:3]1[CH:11]=[C:7]([C:8]([O:10][CH3:18])=[O:9])[C:6]([OH:12])=[CH:5][CH:4]=1)=[O:2], predict the reactants needed to synthesize it. The reactants are: [CH:1]([C:3]1[CH:11]=[C:7]([C:8]([OH:10])=[O:9])[C:6]([OH:12])=[CH:5][CH:4]=1)=[O:2].S(=O)(=O)(O)O.[CH3:18]O. (2) Given the product [CH:15]([NH:1][C@H:2]1[CH2:6][CH2:5][N:4]([C:7]([O:9][C:10]([CH3:13])([CH3:12])[CH3:11])=[O:8])[CH2:3]1)([CH3:17])[CH3:14], predict the reactants needed to synthesize it. The reactants are: [NH2:1][C@H:2]1[CH2:6][CH2:5][N:4]([C:7]([O:9][C:10]([CH3:13])([CH3:12])[CH3:11])=[O:8])[CH2:3]1.[CH3:14][C:15]([CH3:17])=O.[H][H]. (3) Given the product [C:15]([O:14][C:13]([NH:2][C:3]1[CH:4]=[C:5]([C:9]([OH:11])=[O:10])[N:6]([CH3:8])[CH:7]=1)=[O:19])([CH3:18])([CH3:17])[CH3:16], predict the reactants needed to synthesize it. The reactants are: Cl.[NH2:2][C:3]1[CH:4]=[C:5]([C:9]([O:11]C)=[O:10])[N:6]([CH3:8])[CH:7]=1.[C:13](=O)([O:19]C(C)(C)C)[O:14][C:15]([CH3:18])([CH3:17])[CH3:16]. (4) Given the product [Cl:1][C:2]1[N:3]=[C:4]([C:9]([O:11][CH3:12])=[O:10])[CH:5]=[C:6]([N:14]([CH:15]2[CH2:20][CH2:19][CH2:18][CH2:17][CH2:16]2)[CH3:13])[N:7]=1, predict the reactants needed to synthesize it. The reactants are: [Cl:1][C:2]1[N:7]=[C:6](Cl)[CH:5]=[C:4]([C:9]([O:11][CH3:12])=[O:10])[N:3]=1.[CH3:13][NH:14][CH:15]1[CH2:20][CH2:19][CH2:18][CH2:17][CH2:16]1.C(N(CC)CC)C.O. (5) Given the product [F:1][C@H:2]1[CH2:4][C@H:3]1[C:5]1[NH:9][N:8]=[C:7]([NH2:10])[CH:6]=1, predict the reactants needed to synthesize it. The reactants are: [F:1][C:2]1(F)[CH2:4][CH:3]1[C:5]1[NH:9][N:8]=[C:7]([NH2:10])[CH:6]=1.F[C@H]1C[C@H]1C(OCC)=O.